From a dataset of Catalyst prediction with 721,799 reactions and 888 catalyst types from USPTO. Predict which catalyst facilitates the given reaction. (1) Reactant: [Br:1][C:2]1[C:3](Cl)=[N:4][C:5]([CH2:13][N:14]2[CH2:18][CH2:17][CH2:16][C:15]2=[O:19])=[C:6]([CH:12]=1)[C:7]([O:9][CH2:10][CH3:11])=[O:8].[CH2:21]([S:28]([NH:31][C:32]([CH:34]1[CH2:39][CH2:38][NH:37][CH2:36][CH2:35]1)=[O:33])(=[O:30])=[O:29])[C:22]1[CH:27]=[CH:26][CH:25]=[CH:24][CH:23]=1.CCN(C(C)C)C(C)C. Product: [CH2:21]([S:28]([NH:31][C:32]([CH:34]1[CH2:39][CH2:38][N:37]([C:3]2[C:2]([Br:1])=[CH:12][C:6]([C:7]([O:9][CH2:10][CH3:11])=[O:8])=[C:5]([CH2:13][N:14]3[CH2:18][CH2:17][CH2:16][C:15]3=[O:19])[N:4]=2)[CH2:36][CH2:35]1)=[O:33])(=[O:29])=[O:30])[C:22]1[CH:23]=[CH:24][CH:25]=[CH:26][CH:27]=1. The catalyst class is: 8. (2) Reactant: [CH3:1][O:2][C:3]1[C:15]2[NH:14][C:13]3[C:8](=[CH:9][CH:10]=[CH:11][CH:12]=3)[C:7]=2[CH:6]=[CH:5][CH:4]=1.O.CN([CH:20]=[O:21])C. Product: [CH:20]([N:14]1[C:15]2[C:3]([O:2][CH3:1])=[CH:4][CH:5]=[CH:6][C:7]=2[C:8]2[C:13]1=[CH:12][CH:11]=[CH:10][CH:9]=2)=[O:21]. The catalyst class is: 265.